Dataset: Tyrosyl-DNA phosphodiesterase HTS with 341,365 compounds. Task: Binary Classification. Given a drug SMILES string, predict its activity (active/inactive) in a high-throughput screening assay against a specified biological target. (1) The drug is S(c1n2c(=NC(CCC(=O)NCCc3ccccc3)C2=O)c2c(n1)cccc2)CC(=O)Nc1ccc(OC)cc1. The result is 0 (inactive). (2) The compound is O=c1c2c(n(CC(=O)Nc3c(OC)ccc(OC)c3)cc1C(=O)c1ccc(cc1)CC)nc(cc2)C. The result is 0 (inactive).